This data is from Reaction yield outcomes from USPTO patents with 853,638 reactions. The task is: Predict the reaction yield, written as a fraction of the theoretical maximum amount of product (1.0 means a 100% yield; for example, 0.34 means a 34% yield). (1) The reactants are [Cl:1][C:2]1[CH:3]=[C:4]([CH2:13][C@@H:14]([CH2:19][C:20]([O:22][CH3:23])=[O:21])[C:15]([O:17]C)=O)[C:5]([CH2:11]Cl)=[C:6]2[C:10]=1[NH:9][N:8]=[CH:7]2.[NH2:24][CH2:25][C:26]1[CH:31]=[CH:30][N:29]=[CH:28][CH:27]=1. The catalyst is CN(C=O)C.C(OCC)(=O)C. The product is [Cl:1][C:2]1[C:10]2[NH:9][N:8]=[CH:7][C:6]=2[C:5]2[CH2:11][N:24]([CH2:25][C:26]3[CH:31]=[CH:30][N:29]=[CH:28][CH:27]=3)[C:15](=[O:17])[C@H:14]([CH2:19][C:20]([O:22][CH3:23])=[O:21])[CH2:13][C:4]=2[CH:3]=1. The yield is 0.480. (2) The product is [CH3:1][O:2][C:3](=[O:12])[C:4]1[CH:9]=[CH:8][C:7]([C:13]#[N:14])=[CH:6][C:5]=1[CH3:11]. The yield is 0.630. The reactants are [CH3:1][O:2][C:3](=[O:12])[C:4]1[CH:9]=[CH:8][C:7](Br)=[CH:6][C:5]=1[CH3:11].[C:13]([Cu])#[N:14]. No catalyst specified. (3) The reactants are Cl[C:2]1[C:3](=[O:10])[O:4][C:5]([CH3:9])=[C:6]([Cl:8])[N:7]=1.[I:11][C:12]1[CH:18]=[CH:17][C:15]([NH2:16])=[CH:14][CH:13]=1.O. The catalyst is O1CCCC1. The product is [Cl:8][C:6]1[N:7]=[C:2]([NH:16][C:15]2[CH:17]=[CH:18][C:12]([I:11])=[CH:13][CH:14]=2)[C:3](=[O:10])[O:4][C:5]=1[CH3:9]. The yield is 0.670. (4) The reactants are [F:1][C:2]1[CH:7]=[CH:6][C:5]([N:8]2[C:12]([CH3:13])=[N:11][C:10]([C:14](O)=[O:15])=[N:9]2)=[CH:4][CH:3]=1.B. The catalyst is C1COCC1. The product is [F:1][C:2]1[CH:3]=[CH:4][C:5]([N:8]2[C:12]([CH3:13])=[N:11][C:10]([CH2:14][OH:15])=[N:9]2)=[CH:6][CH:7]=1. The yield is 0.460. (5) The reactants are [CH3:1][C@H:2]1[CH2:11][C@@H:10]([NH:12][C:13]2[CH:18]=[CH:17][CH:16]=[CH:15][CH:14]=2)[C:9]2[C:4](=[CH:5][CH:6]=[CH:7][CH:8]=2)[NH:3]1.C(N([CH:25]([CH3:27])C)CC)(C)C.[O:28]1[CH:32]=[CH:31][CH:30]=[C:29]1[C:33](Cl)=[O:34].[OH2:36]. The catalyst is ClCCl. The product is [O:28]1[CH:32]=[CH:31][CH:30]=[C:29]1[C:33]([N:3]1[C:4]2[C:9](=[CH:8][CH:7]=[CH:6][CH:5]=2)[C@H:10]([N:12]([C:13]2[CH:18]=[CH:17][CH:16]=[CH:15][CH:14]=2)[C:25](=[O:36])[CH3:27])[CH2:11][C@@H:2]1[CH3:1])=[O:34]. The yield is 0.830. (6) The reactants are [Br:1][CH2:2][CH2:3][CH2:4][CH2:5][CH2:6][C:7](Cl)=[O:8].[NH2:10][C:11]1[S:15][C:14]([NH:16][C:17]2[CH:26]=[CH:25][C:24]3[C:19](=[CH:20][CH:21]=[CH:22][CH:23]=3)[CH:18]=2)=[N:13][C:12]=1[C:27]([NH2:29])=[O:28].N1C=CC=CC=1. The catalyst is C1COCC1. The product is [Br:1][CH2:2][CH2:3][CH2:4][CH2:5][CH2:6][C:7]([NH:10][C:11]1[S:15][C:14]([NH:16][C:17]2[CH:26]=[CH:25][C:24]3[C:19](=[CH:20][CH:21]=[CH:22][CH:23]=3)[CH:18]=2)=[N:13][C:12]=1[C:27]([NH2:29])=[O:28])=[O:8]. The yield is 0.920.